From a dataset of Forward reaction prediction with 1.9M reactions from USPTO patents (1976-2016). Predict the product of the given reaction. (1) Given the reactants [CH:1]([N:3]([C:10]1[C:15]([N+:16]([O-])=O)=[CH:14][CH:13]=[CH:12][C:11]=1[CH3:19])[CH2:4][C:5]([O:7][CH2:8][CH3:9])=[O:6])=[O:2], predict the reaction product. The product is: [NH2:16][C:15]1[CH:14]=[CH:13][CH:12]=[C:11]([CH3:19])[C:10]=1[N:3]([CH:1]=[O:2])[CH2:4][C:5]([O:7][CH2:8][CH3:9])=[O:6]. (2) Given the reactants [NH:1]1[CH2:6][CH2:5][C:4]2([O:11][C:10]3[C:12]4[C:17]([C:18](=[O:21])[C:19](=[O:20])[C:9]=3[S:8][CH2:7]2)=[CH:16][CH:15]=[CH:14][CH:13]=4)[CH2:3][CH2:2]1.Br[CH2:23][C:24]1[CH:29]=[CH:28][CH:27]=[CH:26][CH:25]=1, predict the reaction product. The product is: [CH2:23]([N:1]1[CH2:2][CH2:3][C:4]2([O:11][C:10]3[C:12]4[C:17]([C:18](=[O:21])[C:19](=[O:20])[C:9]=3[S:8][CH2:7]2)=[CH:16][CH:15]=[CH:14][CH:13]=4)[CH2:5][CH2:6]1)[C:24]1[CH:29]=[CH:28][CH:27]=[CH:26][CH:25]=1. (3) Given the reactants [OH:1][C:2]1[CH:9]=[CH:8][C:7]([O:10][C:11]([F:14])([F:13])[F:12])=[CH:6][C:3]=1[CH:4]=O.[C:15](#[N:18])[CH:16]=[CH2:17].C1N2CCN(CC2)C1, predict the reaction product. The product is: [F:12][C:11]([F:14])([F:13])[O:10][C:7]1[CH:6]=[C:3]2[C:2](=[CH:9][CH:8]=1)[O:1][CH2:17][C:16]([C:15]#[N:18])=[CH:4]2. (4) Given the reactants [C:1]([O:5][C:6]([N:8]1[CH2:13][C@H:12]([NH:14][S:15]([C:18]2[CH:23]=[CH:22][C:21]([CH2:24][CH2:25][C:26]([O:28]C)=[O:27])=[CH:20][CH:19]=2)(=[O:17])=[O:16])[CH2:11][C@H:10]([C:30](=[O:53])[NH:31][CH2:32][C:33]2([CH2:47][CH2:48][CH2:49][CH2:50][O:51][CH3:52])[C:46]3[CH:45]=[CH:44][CH:43]=[CH:42][C:41]=3[O:40][C:39]3[C:34]2=[CH:35][CH:36]=[CH:37][CH:38]=3)[CH2:9]1)=[O:7])([CH3:4])([CH3:3])[CH3:2].[Li+].[OH-], predict the reaction product. The product is: [C:1]([O:5][C:6]([N:8]1[CH2:9][C@@H:10]([C:30](=[O:53])[NH:31][CH2:32][C:33]2([CH2:47][CH2:48][CH2:49][CH2:50][O:51][CH3:52])[C:46]3[CH:45]=[CH:44][CH:43]=[CH:42][C:41]=3[O:40][C:39]3[C:34]2=[CH:35][CH:36]=[CH:37][CH:38]=3)[CH2:11][C@@H:12]([NH:14][S:15]([C:18]2[CH:23]=[CH:22][C:21]([CH2:24][CH2:25][C:26]([OH:28])=[O:27])=[CH:20][CH:19]=2)(=[O:17])=[O:16])[CH2:13]1)=[O:7])([CH3:4])([CH3:2])[CH3:3]. (5) Given the reactants Br[C:2]1[C:11]2[C:6](=[CH:7][C:8]([F:13])=[CH:9][C:10]=2[F:12])[N:5]=[C:4]([N:14]2[CH2:19][CH2:18][N:17]([CH2:20][CH3:21])[C:16](=[O:22])[CH2:15]2)[C:3]=1[CH3:23].[O:24]1[CH2:29][CH2:28][N:27]([C:30]2[CH:31]=[C:32]([NH2:36])[CH:33]=[N:34][CH:35]=2)[CH2:26][CH2:25]1, predict the reaction product. The product is: [F:12][C:10]1[CH:9]=[C:8]([F:13])[CH:7]=[C:6]2[C:11]=1[C:2]([NH:36][C:32]1[CH:33]=[N:34][CH:35]=[C:30]([N:27]3[CH2:28][CH2:29][O:24][CH2:25][CH2:26]3)[CH:31]=1)=[C:3]([CH3:23])[C:4]([N:14]1[CH2:19][CH2:18][N:17]([CH2:20][CH3:21])[C:16](=[O:22])[CH2:15]1)=[N:5]2. (6) Given the reactants [NH2:1][C@@H:2]1[CH2:11][C:10]2[C:5](=[C:6]([S:14]([NH:17][C:18]3[CH:23]=[CH:22][C:21]([Cl:24])=[CH:20][CH:19]=3)(=[O:16])=[O:15])[CH:7]=[CH:8][C:9]=2[O:12][CH3:13])[O:4][CH2:3]1.[CH2:25]([O:27][C:28](Cl)=[O:29])[CH3:26].N1C=CC=CC=1, predict the reaction product. The product is: [Cl:24][C:21]1[CH:22]=[CH:23][C:18]([NH:17][S:14]([C:6]2[CH:7]=[CH:8][C:9]([O:12][CH3:13])=[C:10]3[C:5]=2[O:4][CH2:3][C@H:2]([NH:1][C:28](=[O:29])[O:27][CH2:25][CH3:26])[CH2:11]3)(=[O:16])=[O:15])=[CH:19][CH:20]=1. (7) The product is: [ClH:34].[Br:1][C:2]1[C:23]([Br:24])=[CH:22][C:5]2[N:6]([CH:31]([CH3:33])[CH3:32])[C:7]([N:9]3[CH2:10][CH2:11][NH:12][CH2:13][CH2:14]3)=[N:8][C:4]=2[C:3]=1[N+:25]([O-:27])=[O:26]. Given the reactants [Br:1][C:2]1[C:23]([Br:24])=[CH:22][C:5]2[NH:6][C:7]([N:9]3[CH2:14][CH2:13][N:12](C(OC(C)(C)C)=O)[CH2:11][CH2:10]3)=[N:8][C:4]=2[C:3]=1[N+:25]([O-:27])=[O:26].[OH-].[Na+].I[CH:31]([CH3:33])[CH3:32].[ClH:34], predict the reaction product. (8) Given the reactants [Cl:1][C:2]1[CH:27]=[CH:26][C:5]([CH2:6][N:7]2[C:15]3[C:10](=[CH:11][C:12]([CH:16]=[C:17]4[S:21][C:20](SCC)=[N:19][C:18]4=[O:25])=[CH:13][CH:14]=3)[CH:9]=[N:8]2)=[C:4]([C:28]([F:31])([F:30])[F:29])[CH:3]=1.[C:32]([O:36][C:37]([N:39]1[CH2:44][CH2:43][NH:42][CH2:41][C@@H:40]1[CH2:45][O:46][CH3:47])=[O:38])([CH3:35])([CH3:34])[CH3:33], predict the reaction product. The product is: [C:32]([O:36][C:37]([N:39]1[CH2:44][CH2:43][N:42]([C:20]2[S:21][C:17](=[CH:16][C:12]3[CH:11]=[C:10]4[C:15](=[CH:14][CH:13]=3)[N:7]([CH2:6][C:5]3[CH:26]=[CH:27][C:2]([Cl:1])=[CH:3][C:4]=3[C:28]([F:31])([F:29])[F:30])[N:8]=[CH:9]4)[C:18](=[O:25])[N:19]=2)[CH2:41][C@@H:40]1[CH2:45][O:46][CH3:47])=[O:38])([CH3:35])([CH3:34])[CH3:33].